This data is from Full USPTO retrosynthesis dataset with 1.9M reactions from patents (1976-2016). The task is: Predict the reactants needed to synthesize the given product. (1) Given the product [C:1]([O:5][C:6]([NH:8][C@:9]([CH2:16][O:17][Si:23]([C:26]([CH3:29])([CH3:28])[CH3:27])([CH3:25])[CH3:24])([CH2:13][CH:14]=[CH2:15])[C:10]([OH:12])=[O:11])=[O:7])([CH3:4])([CH3:3])[CH3:2], predict the reactants needed to synthesize it. The reactants are: [C:1]([O:5][C:6]([NH:8][C@:9]([CH2:16][OH:17])([CH2:13][CH:14]=[CH2:15])[C:10]([OH:12])=[O:11])=[O:7])([CH3:4])([CH3:3])[CH3:2].N1C=CN=C1.[Si:23](Cl)([C:26]([CH3:29])([CH3:28])[CH3:27])([CH3:25])[CH3:24]. (2) Given the product [F:22][C:20]1([F:23])[CH2:21][C@H:19]1[C:17]([NH:16][C@@:10]12[CH2:11][C@:12]1([CH2:14][OH:15])[CH2:13][N:8]([C:6]1[C:5]([F:24])=[CH:4][N:3]=[C:2]([NH:31][C:29]3[CH:28]=[N:27][N:26]([CH3:25])[CH:30]=3)[N:7]=1)[CH2:9]2)=[O:18], predict the reactants needed to synthesize it. The reactants are: Cl[C:2]1[N:7]=[C:6]([N:8]2[CH2:13][C@:12]3([CH2:14][OH:15])[C@@:10]([NH:16][C:17]([C@@H:19]4[CH2:21][C:20]4([F:23])[F:22])=[O:18])([CH2:11]3)[CH2:9]2)[C:5]([F:24])=[CH:4][N:3]=1.[CH3:25][N:26]1[CH:30]=[C:29]([NH2:31])[CH:28]=[N:27]1. (3) Given the product [CH3:30][O:29][C:27]1[CH:26]=[C:25]([CH2:31][CH2:32][C:33]2[CH:34]=[C:35]([NH:38][C:15](=[O:17])[C:14]3[CH:13]=[CH:12][C:11]([CH:8]4[CH2:7][CH2:6][N:5]([CH2:4][CH2:3][O:2][CH3:1])[CH2:10][CH2:9]4)=[CH:20][CH:19]=3)[NH:36][N:37]=2)[CH:24]=[C:23]([O:22][CH3:21])[CH:28]=1, predict the reactants needed to synthesize it. The reactants are: [CH3:1][O:2][CH2:3][CH2:4][N:5]1[CH2:10][CH2:9][CH:8]([C:11]2[CH:20]=[CH:19][C:14]([C:15]([O:17]C)=O)=[CH:13][CH:12]=2)[CH2:7][CH2:6]1.[CH3:21][O:22][C:23]1[CH:24]=[C:25]([CH2:31][CH2:32][C:33]2[CH:34]=[C:35]([NH2:38])[NH:36][N:37]=2)[CH:26]=[C:27]([O:29][CH3:30])[CH:28]=1.C[Al](C)C. (4) The reactants are: O.O.[C:3]1([CH:11]=[C:9]([OH:10])[CH:8]=[C:6]([OH:7])[CH:5]=1)[OH:4].C(O)[C@H]([C@H]([C@@H]([C@@H](CO)O)O)O)O.COC([C@@H](NC([C@@H](N)CC(O)=O)=O)CC1C=CC=CC=1)=O. Given the product [C:3]1([CH:11]=[C:9]([OH:10])[CH:8]=[C:6]([OH:7])[CH:5]=1)[OH:4], predict the reactants needed to synthesize it. (5) Given the product [CH2:17]([N:21]1[C:25]([C:26]2[CH:27]=[CH:28][N:29]=[CH:30][CH:31]=2)=[C:24]([C:32]2[O:3][N:4]=[C:5]([C:7]3[CH:16]=[C:15]4[C:10]([CH2:11][CH2:12][NH:13][CH2:14]4)=[CH:9][CH:8]=3)[N:6]=2)[CH:23]=[N:22]1)[CH:18]([CH3:20])[CH3:19], predict the reactants needed to synthesize it. The reactants are: [H-].[Na+].[OH:3][N:4]=[C:5]([C:7]1[CH:16]=[C:15]2[C:10]([CH2:11][CH2:12][NH:13][CH2:14]2)=[CH:9][CH:8]=1)[NH2:6].[CH2:17]([N:21]1[C:25]([C:26]2[CH:31]=[CH:30][N:29]=[CH:28][CH:27]=2)=[C:24]([C:32](OCC)=O)[CH:23]=[N:22]1)[CH:18]([CH3:20])[CH3:19].O.